This data is from Reaction yield outcomes from USPTO patents with 853,638 reactions. The task is: Predict the reaction yield, written as a fraction of the theoretical maximum amount of product (1.0 means a 100% yield; for example, 0.34 means a 34% yield). (1) The reactants are [NH2:1][C:2]1[N:7]=[C:6]([CH3:8])[N:5]=[C:4]([C:9]2[CH:10]=[C:11]([C:25](=[O:27])[CH3:26])[CH:12]=[N:13][C:14]=2[NH:15][C:16]2[CH:17]=[N:18][C:19]([O:23][CH3:24])=[C:20]([F:22])[CH:21]=2)[N:3]=1.[BH4-].[Na+]. The catalyst is C1COCC1. The product is [NH2:1][C:2]1[N:7]=[C:6]([CH3:8])[N:5]=[C:4]([C:9]2[CH:10]=[C:11]([CH:25]([OH:27])[CH3:26])[CH:12]=[N:13][C:14]=2[NH:15][C:16]2[CH:17]=[N:18][C:19]([O:23][CH3:24])=[C:20]([F:22])[CH:21]=2)[N:3]=1. The yield is 0.400. (2) The reactants are [C:1]([O:4][C@H:5]1[C@H:10]([O:11][C:12](=[O:14])[CH3:13])[C@@H:9]([O:15][C:16](=[O:18])[CH3:17])[C@H:8]([C:19]2[CH:24]=[CH:23][C:22]([Cl:25])=[C:21]([CH2:26]Br)[CH:20]=2)[O:7][C@@H:6]1[CH2:28][O:29][C:30](=[O:32])[CH3:31])(=[O:3])[CH3:2].CC1(C)C(C)(C)OB([C:41]2[CH:46]=[CH:45][C:44]([C:47]3([CH:50]=[O:51])[CH2:49][CH2:48]3)=[CH:43][CH:42]=2)O1.C(=O)([O-])[O-].[Na+].[Na+].CN(C=O)C. The catalyst is C1C=CC(P(C2C=CC=CC=2)[C-]2C=CC=C2)=CC=1.C1C=CC(P(C2C=CC=CC=2)[C-]2C=CC=C2)=CC=1.Cl[Pd]Cl.[Fe+2].O. The product is [C:1]([O:4][C@H:5]1[C@H:10]([O:11][C:12](=[O:14])[CH3:13])[C@@H:9]([O:15][C:16](=[O:18])[CH3:17])[C@H:8]([C:19]2[CH:24]=[CH:23][C:22]([Cl:25])=[C:21]([CH2:26][C:41]3[CH:46]=[CH:45][C:44]([C:47]4([CH:50]=[O:51])[CH2:48][CH2:49]4)=[CH:43][CH:42]=3)[CH:20]=2)[O:7][C@@H:6]1[CH2:28][O:29][C:30](=[O:32])[CH3:31])(=[O:3])[CH3:2]. The yield is 0.290. (3) The reactants are [Br:1][C:2]1[CH:14]=[C:13]([C:15]([NH2:17])=[O:16])[C:12]2[C:11]3[C:6](=[CH:7][CH:8]=[C:9]([C:18]([N:20]4[CH2:25][CH2:24][O:23][CH2:22][CH2:21]4)=[O:19])[CH:10]=3)[NH:5][C:4]=2[CH:3]=1.Cl[CH2:27][C:28]1[CH:33]=[CH:32][C:31]([F:34])=[CH:30][CH:29]=1.C1OCCOCCOCCOCCOCCOC1.C([O-])([O-])=O.[K+].[K+]. The catalyst is CC(C)=O. The product is [Br:1][C:2]1[CH:14]=[C:13]([C:15]([NH2:17])=[O:16])[C:12]2[C:11]3[C:6](=[CH:7][CH:8]=[C:9]([C:18]([N:20]4[CH2:21][CH2:22][O:23][CH2:24][CH2:25]4)=[O:19])[CH:10]=3)[N:5]([CH2:27][C:28]3[CH:33]=[CH:32][C:31]([F:34])=[CH:30][CH:29]=3)[C:4]=2[CH:3]=1. The yield is 0.225.